Predict which catalyst facilitates the given reaction. From a dataset of Catalyst prediction with 721,799 reactions and 888 catalyst types from USPTO. Reactant: [C:1]([O:5][C:6]([N:8]([O:33][C:34]([O:36][C:37]([CH3:40])([CH3:39])[CH3:38])=[O:35])[CH2:9][C:10]#[C:11][C:12]1[C:17]([C:18]([O:20][CH3:21])=[O:19])=[N:16][CH:15]=[C:14]2[N:22]([CH2:25][C:26]3[CH:31]=[CH:30][C:29]([F:32])=[CH:28][CH:27]=3)[CH:23]=[CH:24][C:13]=12)=[O:7])([CH3:4])([CH3:3])[CH3:2].[H][H]. Product: [C:1]([O:5][C:6]([N:8]([O:33][C:34]([O:36][C:37]([CH3:40])([CH3:39])[CH3:38])=[O:35])[CH2:9]/[CH:10]=[CH:11]\[C:12]1[C:17]([C:18]([O:20][CH3:21])=[O:19])=[N:16][CH:15]=[C:14]2[N:22]([CH2:25][C:26]3[CH:27]=[CH:28][C:29]([F:32])=[CH:30][CH:31]=3)[CH:23]=[CH:24][C:13]=12)=[O:7])([CH3:3])([CH3:4])[CH3:2]. The catalyst class is: 787.